This data is from Reaction yield outcomes from USPTO patents with 853,638 reactions. The task is: Predict the reaction yield, written as a fraction of the theoretical maximum amount of product (1.0 means a 100% yield; for example, 0.34 means a 34% yield). (1) The reactants are Cl.Cl.[NH2:3][CH:4]1[CH:9]2[CH2:10][CH2:11][N:6]([CH2:7][CH2:8]2)[CH2:5]1.[NH2:12][C:13]1[CH:21]=[CH:20][C:16]([C:17](O)=[O:18])=[CH:15][C:14]=1[I:22].C1C=CC2N(O)N=NC=2C=1.C(Cl)CCl.C(N(CC)C(C)C)(C)C. The catalyst is CN(C=O)C.O. The product is [NH2:12][C:13]1[CH:21]=[CH:20][C:16]([C:17]([NH:3][CH:4]2[CH:9]3[CH2:10][CH2:11][N:6]([CH2:7][CH2:8]3)[CH2:5]2)=[O:18])=[CH:15][C:14]=1[I:22]. The yield is 0.870. (2) The reactants are [CH:1]1[C:10]2[C:5](=[CH:6][CH:7]=[CH:8][CH:9]=2)[CH:4]=[CH:3][C:2]=1[C:11]([OH:13])=O.O=S(Cl)[Cl:16]. No catalyst specified. The product is [CH:1]1[C:10]2[C:5](=[CH:6][CH:7]=[CH:8][CH:9]=2)[CH:4]=[CH:3][C:2]=1[C:11]([Cl:16])=[O:13]. The yield is 1.00. (3) The reactants are [N:1]1[CH:6]=[CH:5][C:4](CC(O)=O)=[CH:3][CH:2]=1.CN1CC[O:15][CH2:14][CH2:13]1.C1C=CC2N(O)N=NC=2C=1.C(Cl)CCl.[F:32][C:33]([F:59])([F:58])[C:34]1[CH:35]=[C:36]([CH:51]=[C:52]([C:54]([F:57])([F:56])[F:55])[CH:53]=1)[CH2:37][O:38][C@H:39]1[O:44][CH2:43][CH2:42][NH:41][C@@H:40]1[C:45]1[CH:50]=[CH:49][CH:48]=[CH:47][CH:46]=1. The catalyst is C(Cl)Cl. The product is [F:59][C:33]([F:32])([F:58])[C:34]1[CH:35]=[C:36]([CH:51]=[C:52]([C:54]([F:55])([F:56])[F:57])[CH:53]=1)[CH2:37][O:38][C@H:39]1[O:44][CH2:43][CH2:42][N:41]([C:14]([CH2:13][C:5]2[CH:6]=[N:1][CH:2]=[CH:3][CH:4]=2)=[O:15])[C@@H:40]1[C:45]1[CH:50]=[CH:49][CH:48]=[CH:47][CH:46]=1. The yield is 1.00. (4) The reactants are [CH3:1][C@@H:2]1[CH2:7][CH2:6][C@H:5]([N:8]([C@H:16]2[CH2:20][C@@H:19]([C:21]([N:23]3[CH2:28][CH2:27][N:26]([CH3:29])[CH2:25][CH2:24]3)=[O:22])[NH:18][CH2:17]2)[C:9]([C@@H:11]2[CH2:15][CH2:14][CH2:13][O:12]2)=[O:10])[CH2:4][CH2:3]1.[C:30]([N:37]1[CH2:41][C@@H:40]([C:42]2[CH:47]=[CH:46][C:45]([Cl:48])=[CH:44][CH:43]=2)[C@H:39]([C:49](O)=[O:50])[CH2:38]1)([O:32][C:33]([CH3:36])([CH3:35])[CH3:34])=[O:31]. No catalyst specified. The product is [C:30]([N:37]1[CH2:38][C@@H:39]([C:49]([N:18]2[CH2:17][C@@H:16]([N:8]([C@H:5]3[CH2:6][CH2:7][C@@H:2]([CH3:1])[CH2:3][CH2:4]3)[C:9]([C@@H:11]3[CH2:15][CH2:14][CH2:13][O:12]3)=[O:10])[CH2:20][C@H:19]2[C:21]([N:23]2[CH2:28][CH2:27][N:26]([CH3:29])[CH2:25][CH2:24]2)=[O:22])=[O:50])[C@H:40]([C:42]2[CH:43]=[CH:44][C:45]([Cl:48])=[CH:46][CH:47]=2)[CH2:41]1)([O:32][C:33]([CH3:35])([CH3:36])[CH3:34])=[O:31]. The yield is 0.880. (5) The reactants are C([N:4]1[CH2:9][CH:8]=[C:7]([C:10]2[CH:19]=[C:18]3[C:13]([C:14](=[O:27])[C:15]4[C:25](=[O:26])[NH:24][S:23][C:16]=4[N:17]3[CH:20]3[CH2:22][CH2:21]3)=[CH:12][C:11]=2[F:28])[CH2:6][CH2:5]1)(=O)C. The catalyst is Cl. The product is [NH:4]1[CH2:5][CH:6]=[C:7]([C:10]2[CH:19]=[C:18]3[C:13]([C:14](=[O:27])[C:15]4[C:25](=[O:26])[NH:24][S:23][C:16]=4[N:17]3[CH:20]3[CH2:22][CH2:21]3)=[CH:12][C:11]=2[F:28])[CH2:8][CH2:9]1. The yield is 0.980. (6) The reactants are [BH4-].[Na+].[Cl:3][C:4]1[CH:9]=[CH:8][C:7]([C:10]2[CH:28]=[C:13]3[CH:14]=[C:15]([C:18]4[C:19]([F:27])=[C:20]([C:23]([F:26])=[CH:24][CH:25]=4)[CH:21]=[O:22])[CH:16]=[CH:17][N:12]3[N:11]=2)=[CH:6][CH:5]=1.CO.[Cl-].[NH4+]. The catalyst is ClCCl.O.O1CCCC1. The product is [Cl:3][C:4]1[CH:5]=[CH:6][C:7]([C:10]2[CH:28]=[C:13]3[CH:14]=[C:15]([C:18]4[C:19]([F:27])=[C:20]([CH2:21][OH:22])[C:23]([F:26])=[CH:24][CH:25]=4)[CH:16]=[CH:17][N:12]3[N:11]=2)=[CH:8][CH:9]=1. The yield is 0.480. (7) The reactants are [CH2:1]([C@H:3]1[C@@H:7]([C:8]2[N:12]3[C:13]4[CH:19]=[CH:18][N:17]([S:20]([C:23]5[CH:29]=[CH:28][C:26]([CH3:27])=[CH:25][CH:24]=5)(=[O:22])=[O:21])[C:14]=4[N:15]=[CH:16][C:11]3=[N:10][N:9]=2)[CH2:6][C@@H:5]([NH2:30])[CH2:4]1)[CH3:2].[N:31]1([S:35](Cl)(=[O:37])=[O:36])[CH2:34][CH2:33][CH2:32]1. The catalyst is CN(C=O)C. The product is [CH2:1]([C@H:3]1[C@@H:7]([C:8]2[N:12]3[C:13]4[CH:19]=[CH:18][N:17]([S:20]([C:23]5[CH:24]=[CH:25][C:26]([CH3:27])=[CH:28][CH:29]=5)(=[O:22])=[O:21])[C:14]=4[N:15]=[CH:16][C:11]3=[N:10][N:9]=2)[CH2:6][C@@H:5]([NH:30][S:35]([N:31]2[CH2:34][CH2:33][CH2:32]2)(=[O:37])=[O:36])[CH2:4]1)[CH3:2]. The yield is 0.770. (8) The reactants are [N:1]1[CH:6]=[C:5]([C:7](=[O:9])[CH3:8])[CH:4]=[N:3][CH:2]=1.[H-].[Na+].[F:12][C:13]1[CH:18]=[C:17]([F:19])[CH:16]=[CH:15][C:14]=1/[C:20](=[N:22]/[S@@:23]([C:25]([CH3:28])([CH3:27])[CH3:26])=[O:24])/[CH3:21]. The catalyst is CN(C=O)C. The product is [F:12][C:13]1[CH:18]=[C:17]([F:19])[CH:16]=[CH:15][C:14]=1[C@@:20]([NH:22][S@@:23]([C:25]([CH3:26])([CH3:28])[CH3:27])=[O:24])([CH2:8][C:7](=[O:9])[C:5]1[CH:6]=[N:1][CH:2]=[N:3][CH:4]=1)[CH3:21]. The yield is 0.464. (9) The reactants are Br[C:2]1[CH:3]=[CH:4][C:5]([O:15][CH3:16])=[C:6]([NH:8][C:9](=[O:14])[C:10]([F:13])([F:12])[F:11])[CH:7]=1.[CH3:17][Si:18]([C:21]#[CH:22])([CH3:20])[CH3:19].C(N(CC)CC)C. The catalyst is Cl[Pd](Cl)([P](C1C=CC=CC=1)(C1C=CC=CC=1)C1C=CC=CC=1)[P](C1C=CC=CC=1)(C1C=CC=CC=1)C1C=CC=CC=1.[Cu]I.C1COCC1. The product is [F:11][C:10]([F:13])([F:12])[C:9]([NH:8][C:6]1[CH:7]=[C:2]([C:22]#[C:21][Si:18]([CH3:20])([CH3:19])[CH3:17])[CH:3]=[CH:4][C:5]=1[O:15][CH3:16])=[O:14]. The yield is 0.420.